From a dataset of Catalyst prediction with 721,799 reactions and 888 catalyst types from USPTO. Predict which catalyst facilitates the given reaction. (1) Reactant: [Br:1][C:2]1[CH:7]=[CH:6][C:5]([OH:8])=[C:4]([CH3:9])[CH:3]=1.CN(C=O)C.C([O-])([O-])=O.[K+].[K+].Cl[C:22]([F:27])([F:26])C([O-])=O.[Na+]. Product: [Br:1][C:2]1[CH:7]=[CH:6][C:5]([O:8][CH:22]([F:27])[F:26])=[C:4]([CH3:9])[CH:3]=1. The catalyst class is: 6. (2) Product: [F:1][C:2]1[CH:7]=[C:6]([F:8])[C:5]2[S:11][C:10]([NH2:12])=[N:9][C:4]=2[CH:3]=1. Reactant: [F:1][C:2]1[CH:3]=[C:4]([NH:9][C:10]([NH2:12])=[S:11])[CH:5]=[C:6]([F:8])[CH:7]=1.BrBr. The catalyst class is: 26. (3) Reactant: C(OC(O[CH2:8][CH3:9])C[Br:6])C.Br.[NH2:11][C:12]1[N:17]=[CH:16][CH:15]=[CH:14][N:13]=1. Product: [BrH:6].[N:17]1[CH:16]=[CH:15][N:11]2[CH:9]=[CH:8][CH:14]=[N:13][C:12]=12. The catalyst class is: 32.